Dataset: Catalyst prediction with 721,799 reactions and 888 catalyst types from USPTO. Task: Predict which catalyst facilitates the given reaction. Reactant: C(OC(=O)C1C=CC(N[C:12](=[O:38])[CH:13]([N:20]2[C:24]3[CH:25]=[C:26]([F:30])[C:27]([F:29])=[CH:28][C:23]=3[N:22]=[C:21]2[C:31]2[CH:36]=[CH:35][C:34]([Cl:37])=[CH:33][CH:32]=2)[CH:14]2[CH2:19][CH2:18][CH2:17][CH2:16][CH2:15]2)=CC=1)C.ClC1C=CC(C2N(C(C3CCCCC3)C(NC[C@H]3CC[C@H](C(O)=O)CC3)=O)C3C=CC(F)=CC=3N=2)=CC=1.[CH3:77][O:78][C:79](=[O:91])[C:80]([C:83]1[CH:88]=[CH:87][C:86]([NH2:89])=[C:85]([F:90])[CH:84]=1)([CH3:82])[CH3:81]. Product: [CH3:77][O:78][C:79](=[O:91])[C:80]([C:83]1[CH:88]=[CH:87][C:86]([NH:89][C:12](=[O:38])[CH:13]([N:20]2[C:24]3[CH:25]=[C:26]([F:30])[C:27]([F:29])=[CH:28][C:23]=3[N:22]=[C:21]2[C:31]2[CH:32]=[CH:33][C:34]([Cl:37])=[CH:35][CH:36]=2)[CH:14]2[CH2:15][CH2:16][CH2:17][CH2:18][CH2:19]2)=[C:85]([F:90])[CH:84]=1)([CH3:82])[CH3:81]. The catalyst class is: 277.